Predict the reactants needed to synthesize the given product. From a dataset of Full USPTO retrosynthesis dataset with 1.9M reactions from patents (1976-2016). Given the product [OH:2][CH2:3][C@H:4]([NH:15][C:16]([C:18]1[C:26]2[O:25][CH:24]([CH:27]=[CH2:28])[CH2:23][C:22]=2[CH:21]=[C:20]([C:29]2[CH:34]=[CH:33][C:32]([O:35][CH3:36])=[C:31]([O:37][CH3:38])[CH:30]=2)[CH:19]=1)=[O:17])[CH2:5][C:6]1[C:14]2[C:9](=[CH:10][CH:11]=[CH:12][CH:13]=2)[NH:8][CH:7]=1, predict the reactants needed to synthesize it. The reactants are: C[O:2][C:3](=O)[C@H:4]([NH:15][C:16]([C:18]1[C:26]2[O:25][CH:24]([CH:27]=[CH2:28])[CH2:23][C:22]=2[CH:21]=[C:20]([C:29]2[CH:34]=[CH:33][C:32]([O:35][CH3:36])=[C:31]([O:37][CH3:38])[CH:30]=2)[CH:19]=1)=[O:17])[CH2:5][C:6]1[C:14]2[C:9](=[CH:10][CH:11]=[CH:12][CH:13]=2)[NH:8][CH:7]=1.[BH4-].[Li+].